From a dataset of Catalyst prediction with 721,799 reactions and 888 catalyst types from USPTO. Predict which catalyst facilitates the given reaction. Reactant: [Br:1][C:2]1[CH:7]=[CH:6][N:5]=[C:4]([CH3:8])[CH:3]=1.[CH3:9][C:10]1[CH:19]=[CH:18][C:13]([C:14](OC)=[O:15])=[CH:12][CH:11]=1.C[Si](C)(C)N[Si](C)(C)C.[Li]. Product: [Br:1][C:2]1[CH:7]=[CH:6][N:5]=[C:4]([CH2:8][C:14]([C:13]2[CH:18]=[CH:19][C:10]([CH3:9])=[CH:11][CH:12]=2)=[O:15])[CH:3]=1. The catalyst class is: 355.